Predict the reaction yield, written as a fraction of the theoretical maximum amount of product (1.0 means a 100% yield; for example, 0.34 means a 34% yield). From a dataset of Reaction yield outcomes from USPTO patents with 853,638 reactions. (1) The yield is 0.250. The reactants are [CH:1](=O)[C:2]1[CH:7]=[CH:6][CH:5]=[CH:4][CH:3]=1.[CH3:9][N:10]([CH2:12][C:13]1[CH:31]=[CH:30][C:16](/[CH:17]=[N:18]/[C:19]2[CH:27]=[C:26]([F:28])[CH:25]=[C:24]3[C:20]=2[CH2:21][O:22][C:23]3=[O:29])=[CH:15][CH:14]=1)[CH3:11].[O-:32][CH2:33][CH3:34].[Na+].C(O)C. The product is [CH3:9][N:10]([CH2:12][C:13]1[CH:31]=[CH:30][C:16]([CH:17]2[CH:1]([C:2]3[CH:7]=[CH:6][CH:5]=[CH:4][CH:3]=3)[C:33](=[O:32])[C:34]3[C:24]([C:23]([O:22][CH2:21][CH3:20])=[O:29])=[CH:25][C:26]([F:28])=[CH:27][C:19]=3[NH:18]2)=[CH:15][CH:14]=1)[CH3:11]. The catalyst is C(OCC)(=O)CC. (2) The reactants are C[O-].[Na+].[Si]([O:11][C:12]1[CH:17]=[CH:16][C:15]([C:18]([NH:40][S@@:41]([C:43]([CH3:46])([CH3:45])[CH3:44])=[O:42])([C:26]2[CH:31]=[C:30]([O:32][C:33]([F:38])([F:37])[CH:34]([F:36])[F:35])[CH:29]=[C:28]([F:39])[CH:27]=2)[CH2:19][C:20]2[CH:25]=[CH:24][CH:23]=[CH:22][CH:21]=2)=[CH:14][C:13]=1[F:47])(C(C)(C)C)(C)C. No catalyst specified. The yield is 0.870. The product is [F:47][C:13]1[CH:14]=[C:15]([C:18]([NH:40][S@@:41]([C:43]([CH3:46])([CH3:45])[CH3:44])=[O:42])([C:26]2[CH:31]=[C:30]([O:32][C:33]([F:37])([F:38])[CH:34]([F:35])[F:36])[CH:29]=[C:28]([F:39])[CH:27]=2)[CH2:19][C:20]2[CH:21]=[CH:22][CH:23]=[CH:24][CH:25]=2)[CH:16]=[CH:17][C:12]=1[OH:11]. (3) The reactants are [CH3:1][N:2]1[CH:6]=[CH:5][N:4]=[C:3]1[CH3:7].[Br:8][C:9]1[CH:14]=[CH:13][CH:12]=[C:11](Br)[CH:10]=1.C(=O)([O-])[O-].[K+].[K+]. The catalyst is CN(C)C=O.C([O-])(=O)C.[Pd+2].C([O-])(=O)C. The product is [Br:8][C:9]1[CH:14]=[CH:13][CH:12]=[C:11]([C:6]2[N:2]([CH3:1])[C:3]([CH3:7])=[N:4][CH:5]=2)[CH:10]=1. The yield is 0.0500. (4) The reactants are [C:1]([O:5][C:6]([NH:8][C@H:9]([CH2:21][C:22]1[CH:27]=[C:26]([F:28])[C:25]([F:29])=[CH:24][C:23]=1[F:30])[CH2:10][C:11]([N:13]1[CH2:17][CH2:16][S:15][CH:14]1[C:18](O)=[O:19])=[O:12])=[O:7])([CH3:4])([CH3:3])[CH3:2].CCN=C=NCCCN(C)C.[CH2:42]([O:44][C:45](=[O:61])[CH:46]([O:50][C:51]1[CH:60]=[C:59]2[C:54]([CH2:55][CH2:56][NH:57][CH2:58]2)=[CH:53][CH:52]=1)[CH:47]([CH3:49])[CH3:48])[CH3:43].Cl.C(N(CC)CC)C. The catalyst is C(Cl)Cl.CN(C1C=CN=CC=1)C. The product is [C:1]([O:5][C:6]([NH:8][C@H:9]([CH2:21][C:22]1[CH:27]=[C:26]([F:28])[C:25]([F:29])=[CH:24][C:23]=1[F:30])[CH2:10][C:11]([N:13]1[CH2:17][CH2:16][S:15][CH:14]1[C:18]([N:57]1[CH2:56][CH2:55][C:54]2[C:59](=[CH:60][C:51]([O:50][CH:46]([CH:47]([CH3:48])[CH3:49])[C:45]([O:44][CH2:42][CH3:43])=[O:61])=[CH:52][CH:53]=2)[CH2:58]1)=[O:19])=[O:12])=[O:7])([CH3:3])([CH3:2])[CH3:4]. The yield is 0.310. (5) The reactants are [Cl:1][C:2]1[N:3]=[C:4](Cl)[C:5]2[C:10]([C:11]#[N:12])=[CH:9][N:8]([CH2:13][O:14][CH2:15][CH2:16][Si:17]([CH3:20])([CH3:19])[CH3:18])[C:6]=2[N:7]=1.[CH3:22][C:23]1[CH:28]=[C:27]([CH3:29])[CH:26]=[CH:25][C:24]=1B(O)O.C([O-])([O-])=O.[K+].[K+]. The catalyst is C1C=CC(P(C2C=CC=CC=2)[C-]2C=CC=C2)=CC=1.C1C=CC(P(C2C=CC=CC=2)[C-]2C=CC=C2)=CC=1.Cl[Pd]Cl.[Fe+2].C1COCC1.O. The product is [Cl:1][C:2]1[N:3]=[C:4]([C:24]2[CH:25]=[CH:26][C:27]([CH3:29])=[CH:28][C:23]=2[CH3:22])[C:5]2[C:10]([C:11]#[N:12])=[CH:9][N:8]([CH2:13][O:14][CH2:15][CH2:16][Si:17]([CH3:20])([CH3:19])[CH3:18])[C:6]=2[N:7]=1. The yield is 0.440. (6) The reactants are [C:1]([O:5][C:6]([NH:8]/[CH:9]=[C:10](/[F:14])\[CH2:11][CH2:12]O)=[O:7])([CH3:4])([CH3:3])[CH3:2].C(Br)(Br)(Br)[Br:16].C1C=CC(P(C2C=CC=CC=2)C2C=CC=CC=2)=CC=1. The catalyst is ClCCl. The product is [C:1]([O:5][C:6]([NH:8]/[CH:9]=[C:10](/[F:14])\[CH2:11][CH2:12][Br:16])=[O:7])([CH3:4])([CH3:3])[CH3:2]. The yield is 0.690.